Task: Predict the product of the given reaction.. Dataset: Forward reaction prediction with 1.9M reactions from USPTO patents (1976-2016) (1) Given the reactants [F:1][C:2]1[CH:10]=[C:9]2[C:5]([CH2:6][C:7](=[O:23])[N:8]2[CH:11]2[CH2:16][CH2:15][N:14]([C:17]3([CH3:22])[CH2:21][CH2:20][NH:19][CH2:18]3)[CH2:13][CH2:12]2)=[CH:4][CH:3]=1.[C:24](Cl)(=[O:27])[O:25][CH3:26], predict the reaction product. The product is: [F:1][C:2]1[CH:10]=[C:9]2[C:5]([CH2:6][C:7](=[O:23])[N:8]2[CH:11]2[CH2:16][CH2:15][N:14]([C:17]3([CH3:22])[CH2:21][CH2:20][N:19]([C:24]([O:25][CH3:26])=[O:27])[CH2:18]3)[CH2:13][CH2:12]2)=[CH:4][CH:3]=1. (2) Given the reactants [Cl:1][C:2]1[N:6]2[CH:7]=[C:8]([C:15]3[CH:19]=[CH:18][O:17][CH:16]=3)[CH:9]=[C:10]([C:11]([F:14])([F:13])[F:12])[C:5]2=[N:4][C:3]=1[C:20](O)=[O:21].CN(C(ON1N=NC2C=CC=NC1=2)=[N+](C)C)C.F[P-](F)(F)(F)(F)F.CCN(C(C)C)C(C)C.Cl.[F:57][C:58]1[C:59]([C:64]2[CH2:65][CH2:66][NH:67][CH2:68][CH:69]=2)=[N:60][CH:61]=[CH:62][CH:63]=1, predict the reaction product. The product is: [Cl:1][C:2]1[N:6]2[CH:7]=[C:8]([C:15]3[CH:19]=[CH:18][O:17][CH:16]=3)[CH:9]=[C:10]([C:11]([F:12])([F:13])[F:14])[C:5]2=[N:4][C:3]=1[C:20]([N:67]1[CH2:68][CH:69]=[C:64]([C:59]2[C:58]([F:57])=[CH:63][CH:62]=[CH:61][N:60]=2)[CH2:65][CH2:66]1)=[O:21].